From a dataset of Full USPTO retrosynthesis dataset with 1.9M reactions from patents (1976-2016). Predict the reactants needed to synthesize the given product. (1) Given the product [C:30]([O:29][C:27]([NH:26][C@H:22]([C:23]([NH:46][CH:47]1[N:53]=[C:52]([C:54]2[CH:55]=[CH:56][CH:57]=[CH:58][CH:59]=2)[C:51]2[CH:60]=[CH:61][CH:62]=[CH:63][C:50]=2[N:49]([CH2:64][CH2:65][CH2:66][C:67]([F:69])([F:68])[F:70])[C:48]1=[O:71])=[O:25])[CH3:21])=[O:28])([CH3:33])([CH3:32])[CH3:31], predict the reactants needed to synthesize it. The reactants are: C1C=CC2N(O)N=NC=2C=1.O.C(N(CC)C(C)C)(C)C.[CH3:21][C@H:22]([NH:26][C:27]([O:29][C:30]([CH3:33])([CH3:32])[CH3:31])=[O:28])[C:23]([OH:25])=O.Cl.CN(C)CCCN=C=NCC.[NH2:46][CH:47]1[N:53]=[C:52]([C:54]2[CH:59]=[CH:58][CH:57]=[CH:56][CH:55]=2)[C:51]2[CH:60]=[CH:61][CH:62]=[CH:63][C:50]=2[N:49]([CH2:64][CH2:65][CH2:66][C:67]([F:70])([F:69])[F:68])[C:48]1=[O:71]. (2) Given the product [N:1]1[CH:6]=[CH:5][CH:4]=[CH:3][C:2]=1[C:7]1[S:11][C:10]([CH:12]=[CH:22][CH:23]=[O:24])=[CH:9][CH:8]=1, predict the reactants needed to synthesize it. The reactants are: [N:1]1[CH:6]=[CH:5][CH:4]=[CH:3][C:2]=1[C:7]1[S:11][C:10]([CH:12]=O)=[CH:9][CH:8]=1.N1(C2C=C[C:22]([CH:23]=[O:24])=CC=2)C=CC=N1. (3) Given the product [CH2:7]1[C:8]2[C:9](=[CH:10][CH:11]=[CH:12][CH:13]=2)[CH2:5][CH:6]1[N:14]([CH2:18][C:19]1[CH:24]=[CH:23][C:22]([C:32]2[CH:31]=[CH:30][CH:29]=[C:28]([CH:26]=[O:27])[CH:33]=2)=[CH:21][CH:20]=1)[C:15](=[O:17])[O:16][C:8]([CH3:13])([CH3:9])[CH3:7], predict the reactants needed to synthesize it. The reactants are: CC([CH:5]1[C:13]2[C:8](=[CH:9][CH:10]=[CH:11][CH:12]=2)[CH2:7][CH:6]1[N:14]([CH2:18][C:19]1[CH:24]=[CH:23][C:22](Br)=[CH:21][CH:20]=1)[C:15](=[O:17])[O-:16])(C)C.[CH:26]([C:28]1[CH:29]=[C:30](B(O)O)[CH:31]=[CH:32][CH:33]=1)=[O:27]. (4) Given the product [C:10]([O:9][C:8]1[CH:15]=[CH:16][C:5]([C@@H:3]([OH:4])[CH2:2][NH:1][CH2:40][CH2:41][CH2:42][CH2:43][CH2:44][CH2:45][O:46][CH2:47][CH2:25][CH2:26][CH2:27][C:28]2[CH:38]=[CH:37][C:31]3[CH2:32][CH2:33][S:34](=[O:35])(=[O:36])[C:30]=3[CH:29]=2)=[CH:6][C:7]=1[CH2:12][OH:11])(=[O:64])[CH3:14], predict the reactants needed to synthesize it. The reactants are: [NH2:1][CH2:2][C@@H:3]([C:5]1[CH:16]=[CH:15][C:8]2[O:9][C:10]([CH3:14])(C)[O:11][CH2:12][C:7]=2[CH:6]=1)[OH:4].BrCCCCCCO[CH2:25][CH2:26][CH2:27][C:28]1[CH:38]=[CH:37][C:31]2[CH2:32][CH2:33][S:34](=[O:36])(=[O:35])[C:30]=2[CH:29]=1.I[CH2:40][CH2:41][CH2:42][CH2:43][CH2:44][CH2:45][O:46][CH2:47]CCC1C=CC2CCS(=O)(=O)C=2C=1.CN(C)C=[O:64]. (5) The reactants are: [C:1]12([PH:11][C:12]34[CH2:21][CH:16]5[CH2:17][CH:18]([CH2:20][CH:14]([CH2:15]5)[CH2:13]3)[CH2:19]4)[CH2:10][CH:5]3[CH2:6][CH:7]([CH2:9][CH:3]([CH2:4]3)[CH2:2]1)[CH2:8]2.[Li][CH2:23][CH2:24][CH2:25][CH3:26].C1(C)C=CC=CC=1.C(Br)CCC. Given the product [C:1]12([P:11]([C:12]34[CH2:19][CH:18]5[CH2:20][CH:14]([CH2:15][CH:16]([CH2:17]5)[CH2:21]3)[CH2:13]4)[CH2:23][CH2:24][CH2:25][CH3:26])[CH2:2][CH:3]3[CH2:9][CH:7]([CH2:6][CH:5]([CH2:4]3)[CH2:10]1)[CH2:8]2, predict the reactants needed to synthesize it. (6) Given the product [O:1]([C:8]1[N:13]=[N:12][C:11]([CH2:14][CH2:15][CH2:16][O:17][C:18]2[CH:19]=[CH:20][C:21]([CH:24]=[O:25])=[CH:22][CH:23]=2)=[CH:10][CH:9]=1)[C:2]1[CH:3]=[CH:4][CH:5]=[CH:6][CH:7]=1, predict the reactants needed to synthesize it. The reactants are: [O:1]([C:8]1[N:13]=[N:12][C:11]([CH2:14][CH2:15][CH2:16][O:17][C:18]2[CH:23]=[CH:22][C:21]([CH2:24][OH:25])=[CH:20][CH:19]=2)=[CH:10][CH:9]=1)[C:2]1[CH:7]=[CH:6][CH:5]=[CH:4][CH:3]=1. (7) Given the product [N:12]1[CH:17]=[CH:16][C:15]([C:2]2[CH:7]=[CH:6][C:5]([NH:8][C:9](=[O:11])[CH3:10])=[CH:4][CH:3]=2)=[CH:14][CH:13]=1, predict the reactants needed to synthesize it. The reactants are: Br[C:2]1[CH:7]=[CH:6][C:5]([NH:8][C:9](=[O:11])[CH3:10])=[CH:4][CH:3]=1.[N:12]1[CH:17]=[CH:16][C:15](B(O)O)=[CH:14][CH:13]=1.C(=O)([O-])[O-].[Cs+].[Cs+]. (8) Given the product [O:14]1[CH:15]=[CH:17][CH:12]=[C:13]1[C:2]1[CH:3]=[C:4]2[C:8](=[N:9][CH:10]=1)[NH:7][C:6](=[O:11])[CH2:5]2, predict the reactants needed to synthesize it. The reactants are: Br[C:2]1[CH:3]=[C:4]2[C:8](=[N:9][CH:10]=1)[NH:7][C:6](=[O:11])[CH2:5]2.[CH3:12][CH2:13][O:14][C:15]([CH3:17])=O.